From a dataset of Catalyst prediction with 721,799 reactions and 888 catalyst types from USPTO. Predict which catalyst facilitates the given reaction. (1) Reactant: [F:1][C:2]1[CH:11]=[C:10]2[C:5]([CH:6]=[CH:7][C:8](=[O:28])[N:9]2[CH2:12][CH2:13][N:14]2[CH2:19][CH2:18][CH:17]([NH:20]C(=O)OC(C)(C)C)[CH2:16][CH2:15]2)=[N:4][CH:3]=1.Cl.C(O)C. Product: [NH2:20][CH:17]1[CH2:16][CH2:15][N:14]([CH2:13][CH2:12][N:9]2[C:10]3[C:5](=[N:4][CH:3]=[C:2]([F:1])[CH:11]=3)[CH:6]=[CH:7][C:8]2=[O:28])[CH2:19][CH2:18]1. The catalyst class is: 22. (2) Reactant: [CH2:1]([N:8]1[C:12]([C:13]2[CH:18]=[C:17]([F:19])[CH:16]=[C:15]([F:20])[CH:14]=2)=[C:11](Br)[N:10]=[C:9]1[C:22]1[CH:27]=[CH:26][C:25]([F:28])=[CH:24][C:23]=1[F:29])[C:2]1[CH:7]=[CH:6][CH:5]=[CH:4][CH:3]=1.[CH:30]([S:33]([N:36]1[C:40]2[CH:41]=[C:42](B(O)O)[CH:43]=[CH:44][C:39]=2[N:38]=[C:37]1[NH2:48])(=[O:35])=[O:34])([CH3:32])[CH3:31].C(=O)([O-])[O-].[Na+].[Na+].COCCOC. Product: [CH:30]([S:33]([N:36]1[C:40]2[CH:41]=[C:42]([C:11]3[N:10]=[C:9]([C:22]4[CH:27]=[CH:26][C:25]([F:28])=[CH:24][C:23]=4[F:29])[N:8]([CH2:1][C:2]4[CH:7]=[CH:6][CH:5]=[CH:4][CH:3]=4)[C:12]=3[C:13]3[CH:14]=[C:15]([F:20])[CH:16]=[C:17]([F:19])[CH:18]=3)[CH:43]=[CH:44][C:39]=2[N:38]=[C:37]1[NH2:48])(=[O:34])=[O:35])([CH3:32])[CH3:31]. The catalyst class is: 13. (3) Reactant: [Cl:1][C:2]1[CH:7]=[CH:6][CH:5]=[C:4]([Cl:8])[C:3]=1[CH2:9][S:10]([C:13]1[CH:14]=[C:15]2[C:19](=[CH:20][CH:21]=1)[NH:18][C:17](=[O:22])[CH2:16]2)(=[O:12])=[O:11].[OH:23][CH2:24][CH2:25][CH2:26][C:27]1[C:28]2[CH2:38][CH2:37][CH2:36][CH2:35][CH2:34][C:29]=2[NH:30][C:31]=1[CH:32]=O.N1CCCCC1. Product: [Cl:8][C:4]1[CH:5]=[CH:6][CH:7]=[C:2]([Cl:1])[C:3]=1[CH2:9][S:10]([C:13]1[CH:14]=[C:15]2[C:19](=[CH:20][CH:21]=1)[NH:18][C:17](=[O:22])/[C:16]/2=[CH:32]\[C:31]1[NH:30][C:29]2[CH2:34][CH2:35][CH2:36][CH2:37][CH2:38][C:28]=2[C:27]=1[CH2:26][CH2:25][CH2:24][OH:23])(=[O:12])=[O:11]. The catalyst class is: 8. (4) Reactant: [F:1][C:2]1[CH:7]=[CH:6][C:5]([CH2:8][OH:9])=[CH:4][C:3]=1[O:10][CH3:11]. Product: [F:1][C:2]1[CH:7]=[CH:6][C:5]([CH:8]=[O:9])=[CH:4][C:3]=1[O:10][CH3:11]. The catalyst class is: 327. (5) Reactant: [NH2:1][C:2]1[N:7]2[N:8]=[CH:9][C:10]([C:11]3[CH:12]=[N:13][C:14]4[C:19]([CH:20]=3)=[CH:18][CH:17]=[CH:16][CH:15]=4)=[C:6]2[N:5]=[C:4]([N:21]2[CH2:25][CH2:24][CH:23]([C:26]([OH:28])=[O:27])[CH2:22]2)[CH:3]=1.C1C(=O)N([Br:36])C(=O)C1. Product: [NH2:1][C:2]1[N:7]2[N:8]=[CH:9][C:10]([C:11]3[CH:12]=[N:13][C:14]4[C:19]([CH:20]=3)=[CH:18][CH:17]=[CH:16][CH:15]=4)=[C:6]2[N:5]=[C:4]([N:21]2[CH2:25][CH2:24][CH:23]([C:26]([OH:28])=[O:27])[CH2:22]2)[C:3]=1[Br:36]. The catalyst class is: 881.